This data is from Forward reaction prediction with 1.9M reactions from USPTO patents (1976-2016). The task is: Predict the product of the given reaction. (1) Given the reactants [F:1][C:2]([F:14])([F:13])[C:3]1[CH:12]=[CH:11][C:6]2[N:7]=[C:8]([NH2:10])[S:9][C:5]=2[CH:4]=1.[C:15]1([CH3:24])[CH:20]=[CH:19][C:18]([C:21](Cl)=[O:22])=[CH:17][CH:16]=1.C[O:26][C:27]1[CH:36]=CC2N=C(N)SC=2C=1.ClC1C=C(C=CC=1)C(Cl)=[O:42], predict the reaction product. The product is: [CH3:24][C:15]1[CH:20]=[CH:19][C:18]([C:21]([N:10]=[C:8]2[N:7]([CH2:36][C:27]([OH:26])=[O:42])[C:6]3[CH:11]=[CH:12][C:3]([C:2]([F:1])([F:13])[F:14])=[CH:4][C:5]=3[S:9]2)=[O:22])=[CH:17][CH:16]=1. (2) Given the reactants [C:1]([C:3]1([C:6]2[CH:7]=[C:8]([CH:13]=[CH:14][CH:15]=2)[C:9]([O:11]C)=[O:10])[CH2:5][CH2:4]1)#[N:2].[OH-].[Na+].Cl, predict the reaction product. The product is: [C:1]([C:3]1([C:6]2[CH:7]=[C:8]([CH:13]=[CH:14][CH:15]=2)[C:9]([OH:11])=[O:10])[CH2:4][CH2:5]1)#[N:2]. (3) The product is: [C:16]([NH:20][S:7]([C:6]1[C:2]([Cl:1])=[C:3]([C:12]([O:14][CH3:15])=[O:13])[N:4]([CH3:11])[CH:5]=1)(=[O:9])=[O:8])([CH3:19])([CH3:18])[CH3:17]. Given the reactants [Cl:1][C:2]1[C:6]([S:7](Cl)(=[O:9])=[O:8])=[CH:5][N:4]([CH3:11])[C:3]=1[C:12]([O:14][CH3:15])=[O:13].[C:16]([NH2:20])([CH3:19])([CH3:18])[CH3:17], predict the reaction product. (4) The product is: [Br:13][C:14]1[CH:19]=[CH:18][C:17]([NH:20][C:21]2[C:22]([C:30]3[O:31][C:1](=[O:2])[NH:33][N:32]=3)=[CH:23][N:24]([CH3:29])[C:25](=[O:28])[C:26]=2[CH3:27])=[C:16]([F:34])[CH:15]=1. Given the reactants [C:1](N1C=CN=C1)(N1C=CN=C1)=[O:2].[Br:13][C:14]1[CH:19]=[CH:18][C:17]([NH:20][C:21]2[C:22]([C:30]([NH:32][NH2:33])=[O:31])=[CH:23][N:24]([CH3:29])[C:25](=[O:28])[C:26]=2[CH3:27])=[C:16]([F:34])[CH:15]=1, predict the reaction product. (5) The product is: [Si:1]([O:8][C@H:9]([C@H:32]1[CH2:36][C:35](=[O:37])[CH2:34][N:33]1[C:38]([O:40][C:41]([CH3:44])([CH3:43])[CH3:42])=[O:39])[C@@H:10]([NH:20][C:21](=[O:31])[C:22]1[CH:27]=[CH:26][CH:25]=[C:24]([C:28](=[O:30])[NH2:29])[CH:23]=1)[CH2:11][C:12]1[CH:13]=[C:14]([F:19])[CH:15]=[C:16]([F:18])[CH:17]=1)([C:4]([CH3:6])([CH3:7])[CH3:5])([CH3:3])[CH3:2]. Given the reactants [Si:1]([O:8][C@H:9]([C@H:32]1[CH2:36][C@@H:35]([OH:37])[CH2:34][N:33]1[C:38]([O:40][C:41]([CH3:44])([CH3:43])[CH3:42])=[O:39])[C@@H:10]([NH:20][C:21](=[O:31])[C:22]1[CH:27]=[CH:26][CH:25]=[C:24]([C:28](=[O:30])[NH2:29])[CH:23]=1)[CH2:11][C:12]1[CH:17]=[C:16]([F:18])[CH:15]=[C:14]([F:19])[CH:13]=1)([C:4]([CH3:7])([CH3:6])[CH3:5])([CH3:3])[CH3:2].CC(OI1(OC(C)=O)(OC(C)=O)OC(=O)C2C=CC=CC1=2)=O.C(OCC)(=O)C, predict the reaction product. (6) The product is: [C:1]([C:5]1[C:10]([O:11][CH3:12])=[CH:9][C:8]([C:13](=[O:15])[CH3:14])=[C:7]([O:16][C:18]2[C:27]3[C:22](=[CH:23][C:24]([O:30][CH3:31])=[C:25]([O:28][CH3:29])[CH:26]=3)[N:21]=[CH:20][CH:19]=2)[CH:6]=1)([CH3:4])([CH3:2])[CH3:3]. Given the reactants [C:1]([C:5]1[C:10]([O:11][CH3:12])=[CH:9][C:8]([C:13](=[O:15])[CH3:14])=[C:7]([OH:16])[CH:6]=1)([CH3:4])([CH3:3])[CH3:2].Cl[C:18]1[C:27]2[C:22](=[CH:23][C:24]([O:30][CH3:31])=[C:25]([O:28][CH3:29])[CH:26]=2)[N:21]=[CH:20][CH:19]=1.O, predict the reaction product. (7) Given the reactants Br[C:2]1[CH:3]=[C:4]2[C:9](=[CH:10][CH:11]=1)[C:8](=[O:12])[NH:7][CH2:6][CH2:5]2.B1(B2OC(C)(C)C(C)(C)O2)OC(C)(C)C(C)(C)O1.C([O-])(=O)C.[K+].[Cl:36][C:37]1[CH:42]=[CH:41][C:40]([S:43][C:44]2[CH:45]=[N:46][N:47]([CH:50]3[CH2:55][CH2:54][CH2:53][CH2:52][O:51]3)[C:48]=2I)=[CH:39][CH:38]=1.C([O-])([O-])=O.[Na+].[Na+], predict the reaction product. The product is: [Cl:36][C:37]1[CH:38]=[CH:39][C:40]([S:43][C:44]2[CH:45]=[N:46][N:47]([CH:50]3[CH2:55][CH2:54][CH2:53][CH2:52][O:51]3)[C:48]=2[C:2]2[CH:3]=[C:4]3[C:9](=[CH:10][CH:11]=2)[C:8](=[O:12])[NH:7][CH2:6][CH2:5]3)=[CH:41][CH:42]=1. (8) The product is: [Cl:24][C:16]1[C:17]([Cl:23])=[CH:18][C:19]2[C@@H:20]3[CH2:21][CH2:22][NH:9][CH2:10][CH2:11][C@H:12]3[NH:13][C:14]=2[CH:15]=1. Given the reactants C([N:9]1[CH2:22][CH2:21][CH:20]2[CH:12]([NH:13][C:14]3[CH:15]=[C:16]([Cl:24])[C:17]([Cl:23])=[CH:18][C:19]=32)[CH2:11][CH2:10]1)(=O)C1C=CC=CC=1.[OH-].[K+].C(O)CO, predict the reaction product.